This data is from Reaction yield outcomes from USPTO patents with 853,638 reactions. The task is: Predict the reaction yield, written as a fraction of the theoretical maximum amount of product (1.0 means a 100% yield; for example, 0.34 means a 34% yield). (1) The reactants are Br.C[O:3][C:4](=[O:15])[C:5]([CH2:11][CH2:12][CH2:13][Br:14])(C)[C:6](OC)=O.[OH-].[Na+]. No catalyst specified. The product is [Br:14][CH2:13][CH2:12][CH2:11][CH:5]([CH3:6])[C:4]([OH:15])=[O:3]. The yield is 0.620. (2) The reactants are [Cl:1][C:2]1[CH:7]=[CH:6][CH:5]=[CH:4][C:3]=1[C:8]1[CH:12]=[C:11]([C:13]2[CH:18]=[CH:17][C:16]([O:19][CH3:20])=[CH:15][CH:14]=2)[O:10][N:9]=1.[Br:21]N1C(=O)CCC1=O. The catalyst is C(Cl)Cl.C1(C)C=CC(S(O)(=O)=O)=CC=1. The product is [Br:21][C:12]1[C:8]([C:3]2[CH:4]=[CH:5][CH:6]=[CH:7][C:2]=2[Cl:1])=[N:9][O:10][C:11]=1[C:13]1[CH:14]=[CH:15][C:16]([O:19][CH3:20])=[CH:17][CH:18]=1. The yield is 0.730. (3) The reactants are Cl.Cl.[NH2:3][CH2:4][C@@:5]1([OH:13])[CH:10]2[CH2:11][CH2:12][N:7]([CH2:8][CH2:9]2)[CH2:6]1.C([O-])([O-])=O.[Cs+].[Cs+].[N:20]([C:23]1[CH:28]=[C:27]([O:29][C:30]2[CH:35]=[CH:34][CH:33]=[CH:32][CH:31]=2)[N:26]=[CH:25][N:24]=1)=[C:21]=S.C(N=C=NC(C)C)(C)C. The catalyst is CN(C)C=O. The product is [O:29]([C:27]1[N:26]=[CH:25][N:24]=[C:23]([NH:20][C:21]2[O:13][C@:5]3([CH2:4][N:3]=2)[CH:10]2[CH2:9][CH2:8][N:7]([CH2:12][CH2:11]2)[CH2:6]3)[CH:28]=1)[C:30]1[CH:31]=[CH:32][CH:33]=[CH:34][CH:35]=1. The yield is 0.482. (4) The reactants are [NH2:1][C@@H:2]([C:6]([CH3:9])([CH3:8])[CH3:7])[C:3]([OH:5])=[O:4].C([O-])([O-])=O.[K+].[K+].Br[C:17]1[CH:22]=[C:21]([C:23]([F:26])([F:25])[F:24])[CH:20]=[C:19]([F:27])[CH:18]=1.OS([O-])(=O)=O.[K+]. The catalyst is CC(N(C)C)=O.[Cu]I.C(OCC)C.O. The product is [F:27][C:19]1[CH:18]=[C:17]([NH:1][C@@H:2]([C:6]([CH3:9])([CH3:8])[CH3:7])[C:3]([OH:5])=[O:4])[CH:22]=[C:21]([C:23]([F:24])([F:25])[F:26])[CH:20]=1. The yield is 0.700. (5) The reactants are [CH3:1][O:2][C:3]([C:5]1[C:13]2[C:8](=[CH:9][C:10]([Br:14])=[CH:11][CH:12]=2)[NH:7][CH:6]=1)=[O:4].[C:15](=O)([O-])[O-].[K+].[K+].CI. The catalyst is C(#N)C. The product is [CH3:1][O:2][C:3]([C:5]1[C:13]2[C:8](=[CH:9][C:10]([Br:14])=[CH:11][CH:12]=2)[N:7]([CH3:15])[CH:6]=1)=[O:4]. The yield is 0.880. (6) The reactants are [CH:1]([O:4][C:5]([N:7]1[CH2:12][CH2:11][CH:10]([O:13][C:14]2[C:19]([CH3:20])=[C:18](Cl)[N:17]=[CH:16][N:15]=2)[CH2:9][CH2:8]1)=[O:6])([CH3:3])[CH3:2].[F:22][C:23]1[CH:28]=[C:27]([O:29][CH2:30][CH2:31][O:32][CH:33]([CH3:35])[CH3:34])[CH:26]=[CH:25][C:24]=1[OH:36].C([O-])([O-])=O.[K+].[K+]. The catalyst is CS(C)=O. The product is [CH:1]([O:4][C:5]([N:7]1[CH2:12][CH2:11][CH:10]([O:13][C:14]2[C:19]([CH3:20])=[C:18]([O:36][C:24]3[CH:25]=[CH:26][C:27]([O:29][CH2:30][CH2:31][O:32][CH:33]([CH3:34])[CH3:35])=[CH:28][C:23]=3[F:22])[N:17]=[CH:16][N:15]=2)[CH2:9][CH2:8]1)=[O:6])([CH3:3])[CH3:2]. The yield is 0.960.